Dataset: Full USPTO retrosynthesis dataset with 1.9M reactions from patents (1976-2016). Task: Predict the reactants needed to synthesize the given product. Given the product [C:14]([N:17]1[C:25]2[CH:24]=[C:23]3[C:26](=[O:30])[C:27](=[O:29])[NH:28][C:22]3=[CH:21][C:20]=2[CH2:19][CH2:18]1)(=[O:16])[CH3:15].[C:14]([N:17]1[C:25]2[CH:24]=[C:23]3[C:26](=[N:38][NH:37][C:36]4[CH:35]=[CH:34][C:33]([S:39]([NH2:42])(=[O:40])=[O:41])=[CH:32][CH:31]=4)[C:27](=[O:29])[NH:28][C:22]3=[CH:21][C:20]=2[CH2:19][CH2:18]1)(=[O:16])[CH3:15], predict the reactants needed to synthesize it. The reactants are: C(N1C2C(=CC(N)=CC=2)CC1)(=O)C.[C:14]([N:17]1[C:25]2[CH:24]=[C:23]3[C:26](=[O:30])[C:27](=[O:29])[NH:28][C:22]3=[CH:21][C:20]=2[CH2:19][CH2:18]1)(=[O:16])[CH3:15].[CH:31]1[C:36]([NH:37][NH2:38])=[CH:35][CH:34]=[C:33]([S:39]([NH2:42])(=[O:41])=[O:40])[CH:32]=1.Cl.